The task is: Predict the reactants needed to synthesize the given product.. This data is from Full USPTO retrosynthesis dataset with 1.9M reactions from patents (1976-2016). (1) The reactants are: [CH3:1][O:2][C:3]([C@@H:5]([N:13]1[CH2:21][C:17]2[CH:18]=[CH:19][S:20][C:16]=2[CH2:15][CH2:14]1)[C:6]1[CH:7]=[CH:8][CH:9]=[CH:10][C:11]=1[Cl:12])=[O:4].C(OC(C)(C)C)C.COC(C)(C)C.[S:35](=[O:39])(=[O:38])([OH:37])[OH:36]. Given the product [CH3:1][O:2][C:3]([C@@H:5]([N:13]1[CH2:21][C:17]2[CH:18]=[CH:19][S:20][C:16]=2[CH2:15][CH2:14]1)[C:6]1[C:11]([Cl:12])=[CH:10][CH:9]=[CH:8][CH:7]=1)=[O:4].[OH:38][S:35]([OH:39])(=[O:37])=[O:36], predict the reactants needed to synthesize it. (2) Given the product [C:25]([O:29][C:30](=[O:33])[CH:31]([C:21]([C:16]1[C:17]([O:19][CH3:20])=[C:18]2[C:13](=[CH:14][CH:15]=1)[NH:12][N:11]=[C:10]2/[CH:9]=[CH:8]/[C:5]1[CH:4]=[CH:3][C:2]([F:1])=[CH:7][CH:6]=1)=[O:22])[NH2:32])([CH3:28])([CH3:27])[CH3:26], predict the reactants needed to synthesize it. The reactants are: [F:1][C:2]1[CH:7]=[CH:6][C:5](/[CH:8]=[CH:9]/[C:10]2[C:18]3[C:13](=[CH:14][CH:15]=[C:16]([C:21](O)=[O:22])[C:17]=3[O:19][CH3:20])[NH:12][N:11]=2)=[CH:4][CH:3]=1.Cl.[C:25]([O:29][C:30](=[O:33])[CH2:31][NH2:32])([CH3:28])([CH3:27])[CH3:26].C(N(C(C)C)CC)(C)C.ON1C2C=CC=CC=2N=N1.CCN=C=NCCCN(C)C.Cl.